This data is from Forward reaction prediction with 1.9M reactions from USPTO patents (1976-2016). The task is: Predict the product of the given reaction. (1) Given the reactants [OH:1]C1C=CC(C=O)=CC=1C.C([O-])([O-])=O.[K+].[K+].[Cl:17][C:18]1[CH:26]=[CH:25][C:21]([C:22]([NH2:24])=[O:23])=[CH:20][N:19]=1.O, predict the reaction product. The product is: [NH4+:19].[OH-:1].[Cl:17][C:18]1[CH:26]=[CH:25][C:21]([C:22]([NH2:24])=[O:23])=[CH:20][N:19]=1. (2) The product is: [CH2:4]1[C:5]2([CH2:9][CH2:8][CH2:7][O:6]2)[CH2:2][N:3]1[CH2:41][C:40]1[CH:39]=[CH:38][C:37]([O:36][CH:34]2[CH2:35][N:32]([C:30]([C:28]3[O:29][C:25]([C:22]4[CH:23]=[CH:24][C:19]([O:18][CH3:17])=[CH:20][CH:21]=4)=[N:26][N:27]=3)=[O:31])[CH2:33]2)=[CH:44][CH:43]=1. Given the reactants Cl.[CH2:2]1[C:5]2([CH2:9][CH2:8][CH2:7][O:6]2)[CH2:4][NH:3]1.C(N(CC)CC)C.[CH3:17][O:18][C:19]1[CH:24]=[CH:23][C:22]([C:25]2[O:29][C:28]([C:30]([N:32]3[CH2:35][CH:34]([O:36][C:37]4[CH:44]=[CH:43][C:40]([CH:41]=O)=[CH:39][CH:38]=4)[CH2:33]3)=[O:31])=[N:27][N:26]=2)=[CH:21][CH:20]=1.[Na].C([O-])(O)=O.[Na+], predict the reaction product. (3) Given the reactants [N+:1]([C:4]1[CH:5]=[C:6]([CH:28]=[CH:29][CH:30]=1)[C:7]([NH:9]C1C(C)=CC(C(F)(C(F)(F)F)C(F)(F)F)=CC=1C)=[O:8])([O-])=O.[N+](C1C=C(C=CC=1)C(N)=O)([O-])=O, predict the reaction product. The product is: [NH2:1][C:4]1[CH:5]=[C:6]([CH:28]=[CH:29][CH:30]=1)[C:7]([NH2:9])=[O:8]. (4) The product is: [C:15]([O:19][C:20]([N:22]1[CH2:27][CH2:26][CH:25]([O:28][C:29]2[C:30]([N:11]=[N+:12]=[N-:13])=[C:31]3[C:36](=[CH:37][CH:38]=2)[CH:35]=[N:34][CH:33]=[CH:32]3)[CH2:24][CH2:23]1)=[O:21])([CH3:18])([CH3:16])[CH3:17]. Given the reactants [OH-].[Na+].N1CCC[C@H]1C(O)=O.[N-:11]=[N+:12]=[N-:13].[Na+].[C:15]([O:19][C:20]([N:22]1[CH2:27][CH2:26][CH:25]([O:28][C:29]2[C:30](I)=[C:31]3[C:36](=[CH:37][CH:38]=2)[CH:35]=[N:34][CH:33]=[CH:32]3)[CH2:24][CH2:23]1)=[O:21])([CH3:18])([CH3:17])[CH3:16], predict the reaction product. (5) Given the reactants [O:1]1[CH2:6][CH2:5][N:4]([CH2:7][CH2:8][O:9][C:10]2[CH:15]=[CH:14][C:13]([N:16]3[C:21](=[O:22])[CH:20]=[CH:19][C:18]4[C:23]([C:31]5[CH:36]=[CH:35][CH:34]=[CH:33][CH:32]=5)=[C:24]([C:26]([O:28]CC)=[O:27])[S:25][C:17]3=4)=[CH:12][CH:11]=2)[CH2:3][CH2:2]1.[OH-].[Na+].CCO, predict the reaction product. The product is: [O:1]1[CH2:2][CH2:3][N:4]([CH2:7][CH2:8][O:9][C:10]2[CH:11]=[CH:12][C:13]([N:16]3[C:21](=[O:22])[CH:20]=[CH:19][C:18]4[C:23]([C:31]5[CH:32]=[CH:33][CH:34]=[CH:35][CH:36]=5)=[C:24]([C:26]([OH:28])=[O:27])[S:25][C:17]3=4)=[CH:14][CH:15]=2)[CH2:5][CH2:6]1. (6) Given the reactants CS[C:3]1[N:8]=[C:7]([NH:9][C@H:10]2[CH2:15][CH2:14][C@H:13]([OH:16])[CH2:12][CH2:11]2)[C:6]([C:17]2[CH:22]=[CH:21][CH:20]=[CH:19][N:18]=2)=[CH:5][N:4]=1.C1C=C(Cl)C=C(C(OO)=O)C=1.[CH3:34][NH2:35], predict the reaction product. The product is: [CH3:34][NH:35][C:3]1[N:8]=[C:7]([NH:9][C@H:10]2[CH2:15][CH2:14][C@H:13]([OH:16])[CH2:12][CH2:11]2)[C:6]([C:17]2[CH:22]=[CH:21][CH:20]=[CH:19][N:18]=2)=[CH:5][N:4]=1. (7) Given the reactants [C:1]([C:4]1[C:5]([O:26][CH2:27][CH3:28])=[C:6]([CH:12]2[CH2:15][N:14]([C:16]([O:18][CH2:19][C:20]3[CH:25]=[CH:24][CH:23]=[CH:22][CH:21]=3)=[O:17])[CH2:13]2)[C:7]([CH3:11])=[C:8]([Cl:10])[CH:9]=1)(=O)[CH3:2].C(O)C.[BH4-].[Na+].[NH3:34], predict the reaction product. The product is: [NH2:34][CH:1]([C:4]1[C:5]([O:26][CH2:27][CH3:28])=[C:6]([CH:12]2[CH2:15][N:14]([C:16]([O:18][CH2:19][C:20]3[CH:25]=[CH:24][CH:23]=[CH:22][CH:21]=3)=[O:17])[CH2:13]2)[C:7]([CH3:11])=[C:8]([Cl:10])[CH:9]=1)[CH3:2].